From a dataset of Kinase inhibitor binding affinity data with 442 proteins and 68 drugs (Kd values). Regression. Given a target protein amino acid sequence and a drug SMILES string, predict the binding affinity score between them. We predict pKd (pKd = -log10(Kd in M); higher means stronger binding). Dataset: davis. The small molecule is O=C(NOCC1CC1)c1ccc(F)c(F)c1Nc1ccc(I)cc1Cl. The target protein (EPHA6) has sequence MQFPSPPAARSSPAPQAASSSEAAAPATGQPGPSCPVPGTSRRGRPGTPPAGRVEEEEEEEEEDVDKDPHPTQNTCLRCRHFSLRERKREPRRTMGGCEVREFLLQFGFFLPLLTAWPGDCSHVSNNQVVLLDTTTVLGELGWKTYPLNGWDAITEMDEYNRPIHTYQVCNVMEPNQNNWLRTNWISRDAAQKIYVEMKFTLRDCNSIPWVLGTCKETFNLFYMESDESHGIKFKPNQYTKIDTIAADESFTQMDLGDRILKLNTEIREVGPIERKGFYLAFQDIGACIALVSVRVFYKKCPFTVRNLAMFPDTIPRVDSSSLVEVRGSCVKSAEERDTPKLYCGADGDWLVPLGRCICSTGYEEIEGSCHACRPGFYKAFAGNTKCSKCPPHSLTYMEATSVCQCEKGYFRAEKDPPSMACTRPPSAPRNVVFNINETALILEWSPPSDTGGRKDLTYSVICKKCGLDTSQCEDCGGGLRFIPRHTGLINNSVIVLDFV.... The pKd is 5.0.